Dataset: CYP2C9 inhibition data for predicting drug metabolism from PubChem BioAssay. Task: Regression/Classification. Given a drug SMILES string, predict its absorption, distribution, metabolism, or excretion properties. Task type varies by dataset: regression for continuous measurements (e.g., permeability, clearance, half-life) or binary classification for categorical outcomes (e.g., BBB penetration, CYP inhibition). Dataset: cyp2c9_veith. (1) The drug is COc1ccccc1C(=O)O/N=C1/CCCc2c1ccc(OC)c2[N+](=O)[O-]. The result is 1 (inhibitor). (2) The compound is COC(=O)[C@@]1(Cc2ccc(OC)cc2)[C@H]2c3cc(C(=O)N4CCCC4)n(Cc4ccc(C)c(F)c4F)c3C[C@H]2CN1C(=O)c1ccccc1. The result is 1 (inhibitor). (3) The drug is c1ccc(-c2noc(-c3ccc4ccccc4c3)n2)cc1. The result is 0 (non-inhibitor).